From a dataset of Catalyst prediction with 721,799 reactions and 888 catalyst types from USPTO. Predict which catalyst facilitates the given reaction. (1) Reactant: C[O:2][C:3]([CH:5]1[CH2:9][CH:8]([N:10]([C:18]([O:20][C:21]([CH3:24])([CH3:23])[CH3:22])=[O:19])[CH2:11][C:12]2[CH:17]=[CH:16][CH:15]=[CH:14][CH:13]=2)[CH2:7][N:6]1[CH2:25][C:26]1[CH:31]=[CH:30][CH:29]=[CH:28][CH:27]=1)=[O:4].[Li+].[OH-]. Product: [CH2:25]([N:6]1[CH2:7][CH:8]([N:10]([C:18]([O:20][C:21]([CH3:22])([CH3:23])[CH3:24])=[O:19])[CH2:11][C:12]2[CH:13]=[CH:14][CH:15]=[CH:16][CH:17]=2)[CH2:9][CH:5]1[C:3]([OH:4])=[O:2])[C:26]1[CH:31]=[CH:30][CH:29]=[CH:28][CH:27]=1. The catalyst class is: 5. (2) Reactant: [CH2:1]([NH:8][C:9]1[CH:16]=[CH:15][C:12]([C:13]#[N:14])=[CH:11][N:10]=1)[C:2]1[CH:7]=[CH:6][CH:5]=[CH:4][CH:3]=1. Product: [CH2:1]([NH:8][C:9]1[N:10]=[CH:11][C:12]([CH2:13][NH2:14])=[CH:15][CH:16]=1)[C:2]1[CH:3]=[CH:4][CH:5]=[CH:6][CH:7]=1. The catalyst class is: 63. (3) Reactant: [CH2:1]([N:3]([CH2:11][C:12]1[CH:13]=[N:14][CH:15]=[C:16]([C:19]2[CH:20]=[C:21]3[C:25](=[CH:26][CH:27]=2)[N:24]([CH:28]2[CH2:33][CH2:32][CH2:31][CH2:30][O:29]2)[N:23]=[C:22]3[C:34]2[NH:35][C:36]([C:39]([NH:41][CH2:42][C:43]3[CH:44]=[N:45][CH:46]=[CH:47][CH:48]=3)=[O:40])=[CH:37][N:38]=2)[C:17]=1[CH3:18])[C:4](=[O:10])[O:5][C:6]([CH3:9])([CH3:8])[CH3:7])[CH3:2].C(OC([N:56](CC1C(C)=C(C2C=C3C(=CC=2)N(C2CCCCO2)N=C3C2NC(C(O)=O)=CN=2)C=NC=1)[CH2:57][CH3:58])=O)(C)(C)C.[CH:90](N(C(C)C)CC)([CH3:92])[CH3:91].N1C=CC=NC=1CC1CCCNCC1.CN(C(ON1N=NC2C=CC=NC1=2)=[N+](C)C)C.F[P-](F)(F)(F)(F)F. Product: [CH2:1]([N:3]([CH2:11][C:12]1[CH:13]=[N:14][CH:15]=[C:16]([C:19]2[CH:20]=[C:21]3[C:25](=[CH:26][CH:27]=2)[N:24]([CH:28]2[CH2:33][CH2:32][CH2:31][CH2:30][O:29]2)[N:23]=[C:22]3[C:34]2[NH:35][C:36]([C:39]([N:41]3[CH2:92][CH2:90][CH2:91][CH:48]([CH2:47][C:46]4[N:45]=[CH:44][CH:58]=[CH:57][N:56]=4)[CH2:43][CH2:42]3)=[O:40])=[CH:37][N:38]=2)[C:17]=1[CH3:18])[C:4](=[O:10])[O:5][C:6]([CH3:8])([CH3:9])[CH3:7])[CH3:2]. The catalyst class is: 2. (4) Reactant: CC1(N2CCC(N(CC3N=C(C)SC=3)C3C=CC=CC=3)CC2)CCNCC1.[C:28]([O:32][C:33]([N:35]1[CH2:40][CH2:39][C:38]([CH3:61])([N:41]2[CH2:46][CH2:45][CH:44]([N:47](CC3C=CC=CC=3)[C:48]3[CH:53]=[CH:52][CH:51]=[CH:50][CH:49]=3)[CH2:43][CH2:42]2)[CH2:37][CH2:36]1)=[O:34])([CH3:31])([CH3:30])[CH3:29].C([O-])=O.[NH4+]. Product: [C:28]([O:32][C:33]([N:35]1[CH2:36][CH2:37][C:38]([CH3:61])([N:41]2[CH2:42][CH2:43][CH:44]([NH:47][C:48]3[CH:53]=[CH:52][CH:51]=[CH:50][CH:49]=3)[CH2:45][CH2:46]2)[CH2:39][CH2:40]1)=[O:34])([CH3:31])([CH3:29])[CH3:30]. The catalyst class is: 105.